From a dataset of Peptide-MHC class II binding affinity with 134,281 pairs from IEDB. Regression. Given a peptide amino acid sequence and an MHC pseudo amino acid sequence, predict their binding affinity value. This is MHC class II binding data. (1) The peptide sequence is LYTIIKNREGYEMVF. The MHC is H-2-IAd with pseudo-sequence H-2-IAd. The binding affinity (normalized) is 0. (2) The peptide sequence is QTLIAIHTLAIRYAN. The MHC is DRB1_0301 with pseudo-sequence DRB1_0301. The binding affinity (normalized) is 0.390. (3) The peptide sequence is GWPGGSGDGIFSPGG. The MHC is H-2-IAd with pseudo-sequence H-2-IAd. The binding affinity (normalized) is 0.204. (4) The peptide sequence is AFKVAATAAKAAPAN. The MHC is DRB1_1001 with pseudo-sequence DRB1_1001. The binding affinity (normalized) is 0.831. (5) The peptide sequence is SACLSPQAYQQGVTVDSIGMLPRFIPENQRTVAVY. The MHC is DRB3_0101 with pseudo-sequence DRB3_0101. The binding affinity (normalized) is 0.657. (6) The peptide sequence is GELQIVDKIDAAFEI. The MHC is DRB1_0404 with pseudo-sequence DRB1_0404. The binding affinity (normalized) is 0.514. (7) The peptide sequence is NYEQQEQASQQILSS. The MHC is DRB3_0101 with pseudo-sequence DRB3_0101. The binding affinity (normalized) is 0.144.